From a dataset of Peptide-MHC class I binding affinity with 185,985 pairs from IEDB/IMGT. Regression. Given a peptide amino acid sequence and an MHC pseudo amino acid sequence, predict their binding affinity value. This is MHC class I binding data. (1) The peptide sequence is ASFKAGKLR. The MHC is HLA-A02:03 with pseudo-sequence HLA-A02:03. The binding affinity (normalized) is 0.0847. (2) The binding affinity (normalized) is 0.544. The MHC is HLA-A26:01 with pseudo-sequence HLA-A26:01. The peptide sequence is SVVETLEQM. (3) The peptide sequence is QITLFDRRL. The MHC is H-2-Db with pseudo-sequence H-2-Db. The binding affinity (normalized) is 0.0410. (4) The peptide sequence is SLSPAYWMLS. The MHC is HLA-A02:01 with pseudo-sequence HLA-A02:01. The binding affinity (normalized) is 0.300. (5) The peptide sequence is FIPQNGQFI. The MHC is H-2-Db with pseudo-sequence H-2-Db. The binding affinity (normalized) is 0.382. (6) The peptide sequence is DSQGLPEEL. The MHC is H-2-Db with pseudo-sequence H-2-Db. The binding affinity (normalized) is 0. (7) The peptide sequence is RTPQDNQLAY. The MHC is HLA-A30:02 with pseudo-sequence HLA-A30:02. The binding affinity (normalized) is 0.483. (8) The peptide sequence is AYFATPASV. The MHC is HLA-B15:01 with pseudo-sequence HLA-B15:01. The binding affinity (normalized) is 0.0847. (9) The peptide sequence is SYWVRANFK. The MHC is HLA-A02:11 with pseudo-sequence HLA-A02:11. The binding affinity (normalized) is 0.0847.